From a dataset of Forward reaction prediction with 1.9M reactions from USPTO patents (1976-2016). Predict the product of the given reaction. Given the reactants [CH3:1][O:2][C:3]1[CH:8]=[CH:7][C:6]([C:9]2[NH:17][C:16]3[C:15](O)=[N:14][CH:13]=[N:12][C:11]=3[CH:10]=2)=[CH:5][CH:4]=1.[Cl:19]CCCl.P(Cl)(Cl)(Cl)=O.N, predict the reaction product. The product is: [Cl:19][C:15]1[C:16]2[NH:17][C:9]([C:6]3[CH:7]=[CH:8][C:3]([O:2][CH3:1])=[CH:4][CH:5]=3)=[CH:10][C:11]=2[N:12]=[CH:13][N:14]=1.